This data is from Forward reaction prediction with 1.9M reactions from USPTO patents (1976-2016). The task is: Predict the product of the given reaction. Given the reactants [F:1][C:2]1[CH:26]=[CH:25][CH:24]=[C:23]([F:27])[C:3]=1[CH2:4][O:5][C:6]1[C:7]2[N:8]([C:12]([C:16]([NH:18][C@@H:19]([CH3:22])[CH2:20][OH:21])=[O:17])=[C:13]([CH3:15])[N:14]=2)[CH:9]=[CH:10][CH:11]=1.CC(OI1(OC(C)=O)(OC(C)=O)OC(=O)C2C=CC=CC1=2)=O.N1C=CC=CC=1, predict the reaction product. The product is: [F:1][C:2]1[CH:26]=[CH:25][CH:24]=[C:23]([F:27])[C:3]=1[CH2:4][O:5][C:6]1[C:7]2[N:8]([C:12]([C:16]([NH:18][C@@H:19]([CH3:22])[CH:20]=[O:21])=[O:17])=[C:13]([CH3:15])[N:14]=2)[CH:9]=[CH:10][CH:11]=1.